Predict the reactants needed to synthesize the given product. From a dataset of Full USPTO retrosynthesis dataset with 1.9M reactions from patents (1976-2016). (1) The reactants are: [Br:1][C:2]1[CH:3]=[C:4]2[C:9](=[CH:10][CH:11]=1)[N:8]=[CH:7][C:6]([C:12](=[O:16])[CH:13]([CH3:15])[CH3:14])=[C:5]2O.C(=O)(O)[O-].[Na+].C(OCC)(=O)C.P(Cl)(Cl)([Cl:31])=O. Given the product [Br:1][C:2]1[CH:3]=[C:4]2[C:9](=[CH:10][CH:11]=1)[N:8]=[CH:7][C:6]([C:12](=[O:16])[CH:13]([CH3:15])[CH3:14])=[C:5]2[Cl:31], predict the reactants needed to synthesize it. (2) Given the product [C:17]([C:11]1[CH:10]=[C:9]([C:6]2[CH:7]=[CH:8][N:4]([CH2:3][CH2:2][NH:1][C:30]([C:28]3[NH:27][N:26]=[C:25]([C:20]4[CH:21]=[CH:22][CH:23]=[CH:24][N:19]=4)[CH:29]=3)=[O:31])[N:5]=2)[CH:16]=[CH:15][C:12]=1[C:13]#[N:14])#[N:18], predict the reactants needed to synthesize it. The reactants are: [NH2:1][CH2:2][CH2:3][N:4]1[CH:8]=[CH:7][C:6]([C:9]2[CH:10]=[C:11]([C:17]#[N:18])[C:12](=[CH:15][CH:16]=2)[C:13]#[N:14])=[N:5]1.[N:19]1[CH:24]=[CH:23][CH:22]=[CH:21][C:20]=1[C:25]1[CH:29]=[C:28]([C:30](O)=[O:31])[NH:27][N:26]=1.